Dataset: Peptide-MHC class II binding affinity with 134,281 pairs from IEDB. Task: Regression. Given a peptide amino acid sequence and an MHC pseudo amino acid sequence, predict their binding affinity value. This is MHC class II binding data. (1) The peptide sequence is EICEVVLAKSPDTTC. The MHC is HLA-DPA10301-DPB10402 with pseudo-sequence HLA-DPA10301-DPB10402. The binding affinity (normalized) is 0.245. (2) The peptide sequence is EFGHQKVTFLSQVHP. The MHC is DRB1_0101 with pseudo-sequence DRB1_0101. The binding affinity (normalized) is 0.489. (3) The peptide sequence is SVCNKVKGLKVFNTR. The MHC is DRB1_0405 with pseudo-sequence DRB1_0405. The binding affinity (normalized) is 0.669. (4) The peptide sequence is GAMAKKGDEQKLRSA. The MHC is HLA-DPA10201-DPB10501 with pseudo-sequence HLA-DPA10201-DPB10501. The binding affinity (normalized) is 0.0650.